Dataset: Full USPTO retrosynthesis dataset with 1.9M reactions from patents (1976-2016). Task: Predict the reactants needed to synthesize the given product. Given the product [Br:15][C:2]1[CH:3]=[CH:4][C:5]([O:9][CH3:10])=[C:6]([OH:8])[CH:7]=1, predict the reactants needed to synthesize it. The reactants are: N[C:2]1[CH:3]=[CH:4][C:5]([O:9][CH3:10])=[C:6]([OH:8])[CH:7]=1.N([O-])=O.[Na+].[BrH:15].